This data is from Full USPTO retrosynthesis dataset with 1.9M reactions from patents (1976-2016). The task is: Predict the reactants needed to synthesize the given product. (1) Given the product [F:28][C:29]([F:34])([F:33])[C:30]([OH:32])=[O:31].[F:9][C:8]1[C:3]([C:1]#[N:2])=[C:4]([CH3:27])[C:5]([C@H:10]2[O:15][CH2:14][C@H:13]3[CH2:16][NH:17][CH2:18][CH2:19][N:12]3[CH2:11]2)=[CH:6][CH:7]=1, predict the reactants needed to synthesize it. The reactants are: [C:1]([C:3]1[C:4]([CH3:27])=[C:5]([C@H:10]2[O:15][CH2:14][C@H:13]3[CH2:16][N:17](C(OC(C)(C)C)=O)[CH2:18][CH2:19][N:12]3[CH2:11]2)[CH:6]=[CH:7][C:8]=1[F:9])#[N:2].[F:28][C:29]([F:34])([F:33])[C:30]([OH:32])=[O:31]. (2) Given the product [Cl:1][C:2]1[C:3]([O:12][C:13]2[CH:18]=[C:17]([O:19][CH:20]([CH3:21])[CH3:22])[CH:16]=[CH:15][C:14]=2[CH2:23][CH2:24][CH2:25][O:26][C:28]2[C:32]([CH2:33][CH2:34][C:35]([OH:37])=[O:36])=[CH:31][N:30]([C:40]3[CH:45]=[CH:44][CH:43]=[CH:42][CH:41]=3)[N:29]=2)=[N:4][CH:5]=[C:6]([C:8]([F:11])([F:10])[F:9])[CH:7]=1, predict the reactants needed to synthesize it. The reactants are: [Cl:1][C:2]1[C:3]([O:12][C:13]2[CH:18]=[C:17]([O:19][CH:20]([CH3:22])[CH3:21])[CH:16]=[CH:15][C:14]=2[CH2:23][CH2:24][CH2:25][OH:26])=[N:4][CH:5]=[C:6]([C:8]([F:11])([F:10])[F:9])[CH:7]=1.O[C:28]1[C:32]([CH2:33][CH2:34][C:35]([O:37]CC)=[O:36])=[CH:31][N:30]([C:40]2[CH:45]=[CH:44][CH:43]=[CH:42][CH:41]=2)[N:29]=1.C(P(CCCC)CCCC)CCC.N(C(N1CCCCC1)=O)=NC(N1CCCCC1)=O.O1CCCC1CO.[OH-].[Na+].Cl. (3) Given the product [C:1]([O-:6])(=[O:5])[CH2:2][CH3:4].[S:13]([O-:17])([O-:16])(=[O:15])=[O:14], predict the reactants needed to synthesize it. The reactants are: [C:1]([OH:6])(=[O:5])[CH:2]([CH3:4])O.C([O-])(=O)C(C)O.[S:13]([O-:17])([O-:16])(=[O:15])=[O:14].C(O)(=O)CC. (4) Given the product [CH3:22][N:20]([CH3:21])[CH:17]1[CH2:16][CH2:15][N:14]([C:11]2[N:10]=[C:9]3[NH:5][C:6]([C:33]([C:34]4[CH:39]=[CH:38][C:37]([C:40]#[N:41])=[C:36]([C:42]5[C:46]([CH3:47])=[N:45][N:44]6[CH2:48][CH2:49][CH2:50][C:43]=56)[CH:35]=4)=[O:32])=[N:7][C:8]3=[CH:13][CH:12]=2)[CH2:19][CH2:18]1, predict the reactants needed to synthesize it. The reactants are: CN(C[N:5]1[C:9]2=[N:10][C:11]([N:14]3[CH2:19][CH2:18][CH:17]([N:20]([CH3:22])[CH3:21])[CH2:16][CH2:15]3)=[CH:12][CH:13]=[C:8]2[N:7]=[CH:6]1)C.C(NC(C)C)(C)C.[Li].C[O:32][C:33](=O)[C:34]1[CH:39]=[CH:38][C:37]([C:40]#[N:41])=[C:36]([C:42]2[C:46]([CH3:47])=[N:45][N:44]3[CH2:48][CH2:49][CH2:50][C:43]=23)[CH:35]=1.CCOC(C)=O. (5) Given the product [CH2:27]([NH:29][C:12]([C:11]1[S:10][C:9]([C:15]2[CH:16]=[CH:17][N:18]=[CH:19][CH:20]=2)=[N:8][C:7]=1[CH2:6][C:5]1[CH:21]=[CH:22][C:2]([Cl:1])=[CH:3][CH:4]=1)=[O:13])[CH:26]=[CH2:25], predict the reactants needed to synthesize it. The reactants are: [Cl:1][C:2]1[CH:22]=[CH:21][C:5]([CH2:6][C:7]2[N:8]=[C:9]([C:15]3[CH:20]=[CH:19][N:18]=[CH:17][CH:16]=3)[S:10][C:11]=2[C:12](O)=[O:13])=[CH:4][CH:3]=1.C1C=[CH:25][C:26]2N(O)N=[N:29][C:27]=2C=1.CCN=C=NCCCN(C)C.C(N)C=C. (6) Given the product [Br:7][C:8]1[CH:9]=[C:10]2[C:16]3([CH2:17][CH2:18][S:19][CH2:20][CH2:21]3)[C:15](=[O:22])[N:14]([CH2:24][C:25]([O:27][CH2:28][CH3:29])=[O:26])[C:11]2=[CH:12][CH:13]=1, predict the reactants needed to synthesize it. The reactants are: C(=O)([O-])[O-].[Cs+].[Cs+].[Br:7][C:8]1[CH:9]=[C:10]2[C:16]3([CH2:21][CH2:20][S:19][CH2:18][CH2:17]3)[C:15](=[O:22])[NH:14][C:11]2=[CH:12][CH:13]=1.Br[CH2:24][C:25]([O:27][CH2:28][CH3:29])=[O:26].O. (7) Given the product [CH3:30][O:29][C:19]1[CH:18]=[C:17]([NH:16][C:14]2[CH:13]=[CH:12][CH:11]=[C:10]([N:2]([CH3:1])[C:3]3[CH:8]=[CH:7][CH:6]=[CH:5][CH:4]=3)[N:15]=2)[CH:22]=[CH:21][C:20]=1[N:23]1[CH:27]=[C:26]([CH3:28])[N:25]=[CH:24]1, predict the reactants needed to synthesize it. The reactants are: [CH3:1][NH:2][C:3]1[CH:8]=[CH:7][CH:6]=[CH:5][CH:4]=1.Cl[C:10]1[N:15]=[C:14]([NH:16][C:17]2[CH:22]=[CH:21][C:20]([N:23]3[CH:27]=[C:26]([CH3:28])[N:25]=[CH:24]3)=[C:19]([O:29][CH3:30])[CH:18]=2)[CH:13]=[CH:12][CH:11]=1. (8) Given the product [Si:1]([O:8][C@H:9]1[CH2:18][C:17]([CH3:20])([CH3:19])[CH2:16][C:15]2[N:14]=[C:13]([CH:21]([CH3:23])[CH3:22])[C:12]([C:24]([O:26][CH2:27][CH3:28])=[O:25])=[C:11]([C:33]3[CH2:34][CH2:35][O:30][CH2:31][CH:32]=3)[C:10]1=2)([C:4]([CH3:7])([CH3:6])[CH3:5])([CH3:3])[CH3:2], predict the reactants needed to synthesize it. The reactants are: [Si:1]([O:8][C@H:9]1[CH2:18][C:17]([CH3:20])([CH3:19])[CH2:16][C:15]2[N:14]=[C:13]([CH:21]([CH3:23])[CH3:22])[C:12]([C:24]([O:26][CH2:27][CH3:28])=[O:25])=[C:11](I)[C:10]1=2)([C:4]([CH3:7])([CH3:6])[CH3:5])([CH3:3])[CH3:2].[O:30]1[CH2:35][CH:34]=[C:33](B2OC(C)(C)C(C)(C)O2)[CH2:32][CH2:31]1.